Dataset: Forward reaction prediction with 1.9M reactions from USPTO patents (1976-2016). Task: Predict the product of the given reaction. (1) Given the reactants N[C@H](C(O)=O)CCCNC(=N)N.[NH:13]1[CH2:22][C:21]2[C:16](=[CH:17][CH:18]=[CH:19][CH:20]=2)[CH2:15][C@H:14]1[C:23]([OH:25])=[O:24].[C:26]1([CH3:36])[CH:31]=[CH:30][C:29]([S:32](Cl)(=[O:34])=[O:33])=[CH:28][CH:27]=1, predict the reaction product. The product is: [N:13]1([S:32]([C:29]2[CH:30]=[CH:31][C:26]([CH3:36])=[CH:27][CH:28]=2)(=[O:34])=[O:33])[CH2:22][C:21]2[C:16](=[CH:17][CH:18]=[CH:19][CH:20]=2)[CH2:15][C@H:14]1[C:23]([OH:25])=[O:24]. (2) The product is: [F:22][CH:23]([F:34])[O:24][C:25]1[CH:32]=[CH:31][C:28]([CH:29]([C:9]2([C:5]3[CH:6]=[CH:7][CH:8]=[C:3]([C:2]([F:1])([F:15])[F:16])[CH:4]=3)[S:10][CH2:11][CH2:12][CH2:13][S:14]2)[OH:30])=[CH:27][C:26]=1[CH3:33]. Given the reactants [F:1][C:2]([F:16])([F:15])[C:3]1[CH:4]=[C:5]([CH:9]2[S:14][CH2:13][CH2:12][CH2:11][S:10]2)[CH:6]=[CH:7][CH:8]=1.[Li]CCCC.[F:22][CH:23]([F:34])[O:24][C:25]1[CH:32]=[CH:31][C:28]([CH:29]=[O:30])=[CH:27][C:26]=1[CH3:33], predict the reaction product. (3) Given the reactants [CH3:1][C:2]1[C:3]([C:16]23[CH2:21][CH:20]2[CH:19]([OH:22])[CH2:18][CH2:17]3)=[CH:4][C:5]2[C:6]([CH3:15])([CH3:14])[CH2:7][CH2:8][C:9]([CH3:13])([CH3:12])[C:10]=2[CH:11]=1.[Cr](Cl)([O-])(=O)=O.[NH+]1C=CC=CC=1, predict the reaction product. The product is: [CH3:1][C:2]1[C:3]([C:16]23[CH2:21][CH:20]2[C:19](=[O:22])[CH2:18][CH2:17]3)=[CH:4][C:5]2[C:6]([CH3:15])([CH3:14])[CH2:7][CH2:8][C:9]([CH3:12])([CH3:13])[C:10]=2[CH:11]=1. (4) The product is: [CH2:1]([O:3][C:4]1[CH:5]=[C:6]([N:13]2[CH2:14][CH2:15][N:16]([CH:20]([CH3:22])[CH3:19])[CH2:17][CH2:18]2)[CH:7]=[CH:8][C:9]=1[N+:10]([O-:12])=[O:11])[CH3:2]. Given the reactants [CH2:1]([O:3][C:4]1[CH:5]=[C:6]([N:13]2[CH2:18][CH2:17][NH:16][CH2:15][CH2:14]2)[CH:7]=[CH:8][C:9]=1[N+:10]([O-:12])=[O:11])[CH3:2].[CH3:19][C:20]([CH3:22])=O.C(O[BH-](OC(=O)C)OC(=O)C)(=O)C.[Na+].CC(O)=O, predict the reaction product. (5) Given the reactants F[C:2]1[N:10]=[C:9]2[C:5]([N:6]=[CH:7][N:8]2[CH2:11][CH2:12][C:13]2[CH:18]=[CH:17][CH:16]=[C:15]([OH:19])[CH:14]=2)=[C:4]([NH:20][C:21]2[CH:26]=[CH:25][C:24]([C:27]([P:31](=[O:34])([OH:33])[OH:32])([OH:30])[PH2:28]=[O:29])=[CH:23][CH:22]=2)[N:3]=1.[CH3:35][N:36]([CH3:41])[CH2:37][CH2:38]CN.[CH:42]([N:45](CC)C(C)C)(C)C, predict the reaction product. The product is: [CH3:41][N:36]([CH3:35])[CH:37]([CH3:38])[CH2:42][NH:45][C:2]1[N:10]=[C:9]2[C:5]([N:6]=[CH:7][N:8]2[CH2:11][CH2:12][C:13]2[CH:18]=[CH:17][CH:16]=[C:15]([OH:19])[CH:14]=2)=[C:4]([NH:20][C:21]2[CH:26]=[CH:25][C:24]([C:27]([P:31](=[O:34])([OH:33])[OH:32])([OH:30])[PH2:28]=[O:29])=[CH:23][CH:22]=2)[N:3]=1. (6) The product is: [Br:1][C:2]1[CH:3]=[CH:4][C:5]([N:8]2[CH2:13][CH2:12][N:11]([S:14]([CH:17]=[CH:42][CH2:41][CH2:40][CH2:39][C:34]3[N:35]=[CH:36][CH:37]=[CH:38][N:33]=3)(=[O:15])=[O:16])[CH2:10][CH2:9]2)=[CH:6][CH:7]=1. Given the reactants [Br:1][C:2]1[CH:7]=[CH:6][C:5]([N:8]2[CH2:13][CH2:12][N:11]([S:14]([CH3:17])(=[O:16])=[O:15])[CH2:10][CH2:9]2)=[CH:4][CH:3]=1.C[Si]([N-][Si](C)(C)C)(C)C.[Li+].Cl[Si](C)(C)C.[N:33]1[CH:38]=[CH:37][CH:36]=[N:35][C:34]=1[CH2:39][CH2:40][CH2:41][CH:42]=O, predict the reaction product. (7) Given the reactants Cl[C:2]1[C:11]2[C:6](=[CH:7][C:8]([O:14][CH3:15])=[C:9]([O:12][CH3:13])[CH:10]=2)[N:5]=[CH:4][N:3]=1.[Cl:16][C:17]1[CH:18]=[C:19]([CH:21]=[CH:22][C:23]=1[O:24][CH2:25][C:26]1[CH:31]=[CH:30][CH:29]=[C:28]([F:32])[CH:27]=1)[NH2:20], predict the reaction product. The product is: [Cl:16][C:17]1[CH:18]=[C:19]([NH:20][C:2]2[C:11]3[C:6](=[CH:7][C:8]([O:14][CH3:15])=[C:9]([O:12][CH3:13])[CH:10]=3)[N:5]=[CH:4][N:3]=2)[CH:21]=[CH:22][C:23]=1[O:24][CH2:25][C:26]1[CH:31]=[CH:30][CH:29]=[C:28]([F:32])[CH:27]=1. (8) Given the reactants [C:1]([C:3]1[C:4]([CH3:14])=[CH:5][C:6](C(O)=O)=[N:7][C:8]=1[O:9][CH3:10])#[N:2].C([N:17]([CH2:20]C)CC)C.C1C=CC(P(N=[N+]=[N-])(C2C=CC=CC=2)=[O:29])=CC=1.[C:39]([OH:43])([CH3:42])([CH3:41])[CH3:40], predict the reaction product. The product is: [C:39]([O:43][C:20](=[O:29])[NH:17][C:6]1[CH:5]=[C:4]([CH3:14])[C:3]([C:1]#[N:2])=[C:8]([O:9][CH3:10])[N:7]=1)([CH3:42])([CH3:41])[CH3:40].